From a dataset of Full USPTO retrosynthesis dataset with 1.9M reactions from patents (1976-2016). Predict the reactants needed to synthesize the given product. (1) Given the product [C:1]([NH:4][C@H:5]1[C@@H:10]2[C@@H:8]([C@H:9]2[C:11]([OH:13])=[O:12])[C@:7]([NH2:25])([C:18]([OH:20])=[O:19])[C@@H:6]1[O:33][CH2:34][C:35]1[CH:40]=[CH:39][C:38]([Cl:41])=[C:37]([Cl:42])[CH:36]=1)(=[O:3])[CH3:2], predict the reactants needed to synthesize it. The reactants are: [C:1]([NH:4][C@H:5]1[C@@H:10]2[C@@H:8]([C@H:9]2[C:11]([O:13]C(C)(C)C)=[O:12])[C@:7]([NH:25]C(OC(C)(C)C)=O)([C:18]([O:20]C(C)(C)C)=[O:19])[C@@H:6]1[O:33][CH2:34][C:35]1[CH:40]=[CH:39][C:38]([Cl:41])=[C:37]([Cl:42])[CH:36]=1)(=[O:3])[CH3:2].C(O)(=O)C. (2) Given the product [OH:47][CH2:46][C@@H:45]([N:44]([CH2:43][C:40]1[CH:39]=[CH:38][C:37]([C:32]2[CH:33]=[CH:34][CH:35]=[CH:36][C:31]=2[C:30]2[N:26]([C:7]([C:20]3[CH:25]=[CH:24][CH:23]=[CH:22][CH:21]=3)([C:14]3[CH:15]=[CH:16][CH:17]=[CH:18][CH:19]=3)[C:8]3[CH:9]=[CH:10][CH:11]=[CH:12][CH:13]=3)[N:27]=[N:28][N:29]=2)=[CH:42][CH:41]=1)[C:1](=[O:5])[CH2:2][CH2:3][CH3:4])[CH3:48], predict the reactants needed to synthesize it. The reactants are: [C:1](Cl)(=[O:5])[CH2:2][CH2:3][CH3:4].[C:7]([N:26]1[C:30]([C:31]2[CH:36]=[CH:35][CH:34]=[CH:33][C:32]=2[C:37]2[CH:42]=[CH:41][C:40]([CH2:43][NH:44][C@@H:45]([CH3:48])[CH2:46][OH:47])=[CH:39][CH:38]=2)=[N:29][N:28]=[N:27]1)([C:20]1[CH:25]=[CH:24][CH:23]=[CH:22][CH:21]=1)([C:14]1[CH:19]=[CH:18][CH:17]=[CH:16][CH:15]=1)[C:8]1[CH:13]=[CH:12][CH:11]=[CH:10][CH:9]=1.CCN(C(C)C)C(C)C.O. (3) The reactants are: C(N(CC)CC)C.[OH:8][C:9]1[CH:16]=[CH:15][CH:14]=[CH:13][C:10]=1[CH:11]=O.Cl.[NH2:18][OH:19]. Given the product [OH:8][C:9]1[CH:16]=[CH:15][CH:14]=[CH:13][C:10]=1/[CH:11]=[N:18]/[OH:19], predict the reactants needed to synthesize it. (4) Given the product [Cl:21][C:16]1[CH:15]=[C:14]([NH:13][C:2]2[C:11]3[C:6](=[CH:7][CH:8]=[CH:9][C:10]=3[F:12])[N:5]=[CH:4][N:3]=2)[CH:19]=[CH:18][C:17]=1[OH:20], predict the reactants needed to synthesize it. The reactants are: Cl[C:2]1[C:11]2[C:6](=[CH:7][CH:8]=[CH:9][C:10]=2[F:12])[N:5]=[CH:4][N:3]=1.[NH2:13][C:14]1[CH:19]=[CH:18][C:17]([OH:20])=[C:16]([Cl:21])[CH:15]=1.CC1C=C(NC2C3C(=CC=CC=3F)N=CN=2)C=CC=1O.